Task: Predict which catalyst facilitates the given reaction.. Dataset: Catalyst prediction with 721,799 reactions and 888 catalyst types from USPTO (1) Reactant: [OH:1][C:2]1[C:11]2[C:6](=[CH:7][C:8]([O:12][CH3:13])=[CH:9][CH:10]=2)[N:5]=[CH:4][C:3]=1[C:14]([O:16]CC)=[O:15].Cl. Product: [OH:1][C:2]1[C:11]2[C:6](=[CH:7][C:8]([O:12][CH3:13])=[CH:9][CH:10]=2)[N:5]=[CH:4][C:3]=1[C:14]([OH:16])=[O:15]. The catalyst class is: 611. (2) Product: [CH3:17][O:18][CH2:19][CH2:20][CH2:21][CH2:22][C:4](=[O:9])[CH2:5][C:6]([O:7][CH3:2])=[O:8]. The catalyst class is: 4. Reactant: C[C:2]1(C)[O:7][C:6](=[O:8])[CH2:5][C:4](=[O:9])O1.N1C=CC=CC=1.[CH3:17][O:18][CH2:19][CH2:20][CH2:21][CH2:22]C(Cl)=O.ClCCl.Cl.